This data is from Forward reaction prediction with 1.9M reactions from USPTO patents (1976-2016). The task is: Predict the product of the given reaction. Given the reactants [OH:1][C:2]12[C:13]3[C:8](=[CH:9][CH:10]=[CH:11][CH:12]=3)[C:7](=O)[C:6]1([OH:15])[C:5]1[CH:16]=[CH:17][C:18]([CH:20]([CH3:22])[CH3:21])=[CH:19][C:4]=1[O:3]2.O.NN.[OH-].[K+], predict the reaction product. The product is: [OH:15][C:6]1([C:5]2[CH:16]=[CH:17][C:18]([CH:20]([CH3:21])[CH3:22])=[CH:19][C:4]=2[OH:3])[CH2:7][C:8]2[C:13](=[CH:12][CH:11]=[CH:10][CH:9]=2)[C:2]1=[O:1].